From a dataset of Peptide-MHC class I binding affinity with 185,985 pairs from IEDB/IMGT. Regression. Given a peptide amino acid sequence and an MHC pseudo amino acid sequence, predict their binding affinity value. This is MHC class I binding data. The peptide sequence is GSPGDLQTLAL. The MHC is HLA-A30:01 with pseudo-sequence HLA-A30:01. The binding affinity (normalized) is 0.